From a dataset of Catalyst prediction with 721,799 reactions and 888 catalyst types from USPTO. Predict which catalyst facilitates the given reaction. (1) The catalyst class is: 22. Reactant: [NH+]1C=CC=CC=1.C1C=C[NH+]=CC=1.[O-][Cr](Cl)(=O)=O.[Br:18][C:19]1[CH:20]=[C:21]([CH2:27][OH:28])[CH:22]=[C:23]([Br:26])[C:24]=1[Cl:25]. Product: [Br:18][C:19]1[CH:20]=[C:21]([CH:22]=[C:23]([Br:26])[C:24]=1[Cl:25])[CH:27]=[O:28]. (2) Product: [NH2:23][C:4]1[CH:5]=[C:6]2[C:11](=[C:2]([Cl:1])[CH:3]=1)[N:10]=[CH:9][C:8]([C:12]#[N:13])=[C:7]2[NH:14][C:15]1[CH:20]=[CH:19][C:18]([F:21])=[C:17]([Cl:22])[CH:16]=1. The catalyst class is: 14. Reactant: [Cl:1][C:2]1[CH:3]=[C:4]([N+:23]([O-])=O)[CH:5]=[C:6]2[C:11]=1[N:10]=[CH:9][C:8]([C:12]#[N:13])=[C:7]2[NH:14][C:15]1[CH:20]=[CH:19][C:18]([F:21])=[C:17]([Cl:22])[CH:16]=1.O.O.[Sn](Cl)(Cl)(Cl)Cl.